Task: Regression. Given two drug SMILES strings and cell line genomic features, predict the synergy score measuring deviation from expected non-interaction effect.. Dataset: NCI-60 drug combinations with 297,098 pairs across 59 cell lines (1) Drug 1: CCC1=CC2CC(C3=C(CN(C2)C1)C4=CC=CC=C4N3)(C5=C(C=C6C(=C5)C78CCN9C7C(C=CC9)(C(C(C8N6C)(C(=O)OC)O)OC(=O)C)CC)OC)C(=O)OC.C(C(C(=O)O)O)(C(=O)O)O. Drug 2: C1C(C(OC1N2C=NC(=NC2=O)N)CO)O. Cell line: OVCAR-8. Synergy scores: CSS=32.1, Synergy_ZIP=-3.57, Synergy_Bliss=-0.700, Synergy_Loewe=0.575, Synergy_HSA=1.65. (2) Drug 1: CC1=C(C=C(C=C1)NC2=NC=CC(=N2)N(C)C3=CC4=NN(C(=C4C=C3)C)C)S(=O)(=O)N.Cl. Drug 2: B(C(CC(C)C)NC(=O)C(CC1=CC=CC=C1)NC(=O)C2=NC=CN=C2)(O)O. Cell line: MALME-3M. Synergy scores: CSS=17.9, Synergy_ZIP=-1.09, Synergy_Bliss=1.32, Synergy_Loewe=2.02, Synergy_HSA=1.88. (3) Drug 1: CN1CCC(CC1)COC2=C(C=C3C(=C2)N=CN=C3NC4=C(C=C(C=C4)Br)F)OC. Drug 2: CN(C)N=NC1=C(NC=N1)C(=O)N. Cell line: SK-MEL-5. Synergy scores: CSS=-0.521, Synergy_ZIP=0.339, Synergy_Bliss=1.29, Synergy_Loewe=-5.83, Synergy_HSA=-4.16. (4) Drug 1: CCCS(=O)(=O)NC1=C(C(=C(C=C1)F)C(=O)C2=CNC3=C2C=C(C=N3)C4=CC=C(C=C4)Cl)F. Drug 2: C(CC(=O)O)C(=O)CN.Cl. Cell line: HS 578T. Synergy scores: CSS=-7.85, Synergy_ZIP=-1.29, Synergy_Bliss=-6.76, Synergy_Loewe=-12.8, Synergy_HSA=-12.8. (5) Drug 1: C1=C(C(=O)NC(=O)N1)N(CCCl)CCCl. Drug 2: CC(C)(C#N)C1=CC(=CC(=C1)CN2C=NC=N2)C(C)(C)C#N. Cell line: UACC-257. Synergy scores: CSS=-1.56, Synergy_ZIP=-1.86, Synergy_Bliss=-3.73, Synergy_Loewe=-3.95, Synergy_HSA=-4.84. (6) Drug 1: CCN(CC)CCCC(C)NC1=C2C=C(C=CC2=NC3=C1C=CC(=C3)Cl)OC. Drug 2: C1CCC(C(C1)N)N.C(=O)(C(=O)[O-])[O-].[Pt+4]. Cell line: SK-MEL-28. Synergy scores: CSS=8.97, Synergy_ZIP=-7.72, Synergy_Bliss=-5.36, Synergy_Loewe=-10.5, Synergy_HSA=-5.64.